Dataset: Reaction yield outcomes from USPTO patents with 853,638 reactions. Task: Predict the reaction yield, written as a fraction of the theoretical maximum amount of product (1.0 means a 100% yield; for example, 0.34 means a 34% yield). (1) The reactants are [CH2:1]([C@H:8]1[CH2:16][O:15][CH2:14][C@H:13]([NH:17][C:18]([O:20][C:21]([CH3:24])([CH3:23])[CH3:22])=[O:19])[C:12](=[O:25])[O:11][C@@H:10]([CH3:26])[C@@H:9]1[O:27]/[CH:28]=[CH:29]/[C:30]([O:32][CH3:33])=[O:31])[C:2]1[CH:7]=[CH:6][CH:5]=[CH:4][CH:3]=1. The catalyst is CCOC(C)=O.[Pd]. The product is [CH2:1]([C@H:8]1[CH2:16][O:15][CH2:14][C@H:13]([NH:17][C:18]([O:20][C:21]([CH3:22])([CH3:23])[CH3:24])=[O:19])[C:12](=[O:25])[O:11][C@@H:10]([CH3:26])[C@@H:9]1[O:27][CH2:28][CH2:29][C:30]([O:32][CH3:33])=[O:31])[C:2]1[CH:7]=[CH:6][CH:5]=[CH:4][CH:3]=1. The yield is 0.970. (2) The reactants are [N:1]1[CH:6]=[CH:5][CH:4]=[CH:3][C:2]=1[C:7]1[S:11][C:10]([C:12]([OH:14])=O)=[CH:9][CH:8]=1.C1(OP(Cl)(OC2C=CC=CC=2)=O)C=CC=CC=1.[NH2:32][C@@H:33]1[CH:38]2[CH2:39][CH2:40][N:35]([CH2:36][CH2:37]2)[CH2:34]1.CO. The catalyst is C(Cl)Cl.CN(C=O)C.CN(C=O)C. The product is [N:35]12[CH2:40][CH2:39][CH:38]([CH2:37][CH2:36]1)[C@@H:33]([NH:32][C:12]([C:10]1[S:11][C:7]([C:2]3[CH:3]=[CH:4][CH:5]=[CH:6][N:1]=3)=[CH:8][CH:9]=1)=[O:14])[CH2:34]2. The yield is 0.240.